Task: Predict the reaction yield, written as a fraction of the theoretical maximum amount of product (1.0 means a 100% yield; for example, 0.34 means a 34% yield).. Dataset: Reaction yield outcomes from USPTO patents with 853,638 reactions (1) The reactants are Br[C:2]1[N:7]=[C:6]([CH:8]=[O:9])[CH:5]=[CH:4][CH:3]=1.[CH3:10][S:11]([C:13]1[CH:18]=[CH:17][C:16](B(O)O)=[CH:15][CH:14]=1)=[O:12].C([O-])([O-])=O.[Na+].[Na+]. The catalyst is C1(C)C=CC=CC=1.C(O)C.O.[Cl-].[Na+].O.C1C=CC([P]([Pd]([P](C2C=CC=CC=2)(C2C=CC=CC=2)C2C=CC=CC=2)([P](C2C=CC=CC=2)(C2C=CC=CC=2)C2C=CC=CC=2)[P](C2C=CC=CC=2)(C2C=CC=CC=2)C2C=CC=CC=2)(C2C=CC=CC=2)C2C=CC=CC=2)=CC=1. The product is [CH3:10][S:11]([C:13]1[CH:18]=[CH:17][C:16]([C:2]2[N:7]=[C:6]([CH:8]=[O:9])[CH:5]=[CH:4][CH:3]=2)=[CH:15][CH:14]=1)=[O:12]. The yield is 0.670. (2) The product is [CH2:1]([O:8][C:9]1[N:14]=[CH:13][C:12]([C:15]2[CH:20]=[CH:19][C:18]([CH2:21][C:22]([NH:24][C:30]3[CH:37]=[CH:36][C:33]([C:34]#[N:35])=[C:32]([C:38]([F:39])([F:40])[F:41])[CH:31]=3)=[O:23])=[CH:17][C:16]=2[F:25])=[C:11]([O:26][CH2:27][CH3:28])[CH:10]=1)[C:2]1[CH:3]=[CH:4][CH:5]=[CH:6][CH:7]=1. The catalyst is O1CCOCC1.C1C=CC(/C=C/C(/C=C/C2C=CC=CC=2)=O)=CC=1.C1C=CC(/C=C/C(/C=C/C2C=CC=CC=2)=O)=CC=1.C1C=CC(/C=C/C(/C=C/C2C=CC=CC=2)=O)=CC=1.[Pd].[Pd]. The reactants are [CH2:1]([O:8][C:9]1[N:14]=[CH:13][C:12]([C:15]2[CH:20]=[CH:19][C:18]([CH2:21][C:22]([NH2:24])=[O:23])=[CH:17][C:16]=2[F:25])=[C:11]([O:26][CH2:27][CH3:28])[CH:10]=1)[C:2]1[CH:7]=[CH:6][CH:5]=[CH:4][CH:3]=1.Br[C:30]1[CH:37]=[CH:36][C:33]([C:34]#[N:35])=[C:32]([C:38]([F:41])([F:40])[F:39])[CH:31]=1.CC1(C)C2C(=C(P(C3C=CC=CC=3)C3C=CC=CC=3)C=CC=2)OC2C(P(C3C=CC=CC=3)C3C=CC=CC=3)=CC=CC1=2.C([O-])([O-])=O.[Cs+].[Cs+]. The yield is 0.285.